Dataset: Catalyst prediction with 721,799 reactions and 888 catalyst types from USPTO. Task: Predict which catalyst facilitates the given reaction. (1) Reactant: [C:1]([O:5][C:6]([N:8]1[C@H:13]2[CH2:14][CH2:15][C@:10]([CH2:16][CH2:17][O:18]CC3C=CC=CC=3)([CH:11]=[CH:12]2)[O:9]1)=[O:7])([CH3:4])([CH3:3])[CH3:2]. Product: [C:1]([O:5][C:6]([N:8]1[CH:13]2[CH2:12][CH2:11][C:10]([CH2:16][CH2:17][OH:18])([CH2:15][CH2:14]2)[O:9]1)=[O:7])([CH3:4])([CH3:3])[CH3:2]. The catalyst class is: 29. (2) The catalyst class is: 5. Reactant: [C:1]1([C:7]([C:29]2[CH:34]=[CH:33][CH:32]=[CH:31][CH:30]=2)([C:23]2[CH:28]=[CH:27][CH:26]=[CH:25][CH:24]=2)[CH2:8][C:9]([NH:11][CH2:12][C:13]([NH:15][CH2:16][CH2:17][C:18]([O:20]CC)=[O:19])=[O:14])=[O:10])[CH:6]=[CH:5][CH:4]=[CH:3][CH:2]=1.O1CCCC1.[OH-].[Na+]. Product: [C:29]1([C:7]([C:1]2[CH:6]=[CH:5][CH:4]=[CH:3][CH:2]=2)([C:23]2[CH:24]=[CH:25][CH:26]=[CH:27][CH:28]=2)[CH2:8][C:9]([NH:11][CH2:12][C:13]([NH:15][CH2:16][CH2:17][C:18]([OH:20])=[O:19])=[O:14])=[O:10])[CH:30]=[CH:31][CH:32]=[CH:33][CH:34]=1. (3) Reactant: [C:1]([O:5][C:6](=[O:23])[CH2:7][C@H:8]1[CH2:11][C@H:10]([C:12]([O:14][C@H](C2C=CC=CC=2)C)=[O:13])[CH2:9]1)([CH3:4])([CH3:3])[CH3:2]. Product: [C:1]([O:5][C:6](=[O:23])[CH2:7][C@H:8]1[CH2:9][C@H:10]([C:12]([OH:14])=[O:13])[CH2:11]1)([CH3:4])([CH3:2])[CH3:3]. The catalyst class is: 129.